Dataset: Full USPTO retrosynthesis dataset with 1.9M reactions from patents (1976-2016). Task: Predict the reactants needed to synthesize the given product. (1) Given the product [F:25][C:26]([F:31])([F:30])[C:27]([OH:29])=[O:28].[Cl:17][C:13]1[CH:14]=[C:15]2[C:10](=[CH:11][C:12]=1[O:18][CH:19]1[CH2:20][CH2:21][O:22][CH2:23][CH2:24]1)[CH2:9][NH:8][CH2:16]2, predict the reactants needed to synthesize it. The reactants are: C(OC([N:8]1[CH2:16][C:15]2[C:10](=[CH:11][C:12]([O:18][CH:19]3[CH2:24][CH2:23][O:22][CH2:21][CH2:20]3)=[C:13]([Cl:17])[CH:14]=2)[CH2:9]1)=O)(C)(C)C.[F:25][C:26]([F:31])([F:30])[C:27]([OH:29])=[O:28]. (2) Given the product [CH3:2][N:3]1[C:11]2[C:6](=[CH:7][CH:8]=[CH:9][CH:10]=2)[C:5]([CH3:13])([CH3:12])[CH:4]1[CH2:14][C:15]#[N:17], predict the reactants needed to synthesize it. The reactants are: [Na].[CH3:2][N:3]1[C:11]2[C:6](=[CH:7][CH:8]=[CH:9][CH:10]=2)[C:5]([CH3:13])([CH3:12])/[C:4]/1=[CH:14]/[C:15]([NH:17]C(=O)C1C=CC=CC=1)=S. (3) Given the product [F:33][C:2]1([F:1])[O:6][C:5]2[CH:7]=[CH:8][C:9]([C:11]3([C:14]([NH:16][C:17]4[CH:18]=[CH:19][C:20]([CH3:32])=[C:21]([C:23]5[C:28]([F:29])=[CH:27][NH:26][C:25](=[O:30])[CH:24]=5)[N:22]=4)=[O:15])[CH2:12][CH2:13]3)=[CH:10][C:4]=2[O:3]1, predict the reactants needed to synthesize it. The reactants are: [F:1][C:2]1([F:33])[O:6][C:5]2[CH:7]=[CH:8][C:9]([C:11]3([C:14]([NH:16][C:17]4[N:22]=[C:21]([C:23]5[C:28]([F:29])=[CH:27][N:26]=[C:25]([O:30]C)[CH:24]=5)[C:20]([CH3:32])=[CH:19][CH:18]=4)=[O:15])[CH2:13][CH2:12]3)=[CH:10][C:4]=2[O:3]1.I[Si](C)(C)C. (4) Given the product [Cl:15][C:16]1[CH:21]=[CH:20][C:19]([CH2:22][O:1][C:2]2[N:6]([C:7]3[CH:12]=[C:11]([C:13]#[N:14])[CH:10]=[CH:9][N:8]=3)[N:5]=[CH:4][CH:3]=2)=[C:18]([O:24][CH2:25][CH:26]([CH3:28])[CH3:27])[CH:17]=1, predict the reactants needed to synthesize it. The reactants are: [OH:1][C:2]1[N:6]([C:7]2[CH:12]=[C:11]([C:13]#[N:14])[CH:10]=[CH:9][N:8]=2)[N:5]=[CH:4][CH:3]=1.[Cl:15][C:16]1[CH:21]=[CH:20][C:19]([CH2:22]O)=[C:18]([O:24][CH2:25][CH:26]([CH3:28])[CH3:27])[CH:17]=1. (5) Given the product [Cl:5][C:6]1[CH:7]=[CH:8][C:9]2[NH:27][C:21](=[O:22])[C:13]3=[CH:14][C:15]([C:17]([F:20])([F:19])[F:18])=[CH:16][N:12]3[CH2:11][C:10]=2[CH:26]=1, predict the reactants needed to synthesize it. The reactants are: [Sn](Cl)Cl.Cl.[Cl:5][C:6]1[CH:7]=[CH:8][C:9]([N+:27]([O-])=O)=[C:10]([CH:26]=1)[CH2:11][N:12]1[CH:16]=[C:15]([C:17]([F:20])([F:19])[F:18])[CH:14]=[C:13]1[C:21](OCC)=[O:22]. (6) Given the product [CH3:1][C:2]1[C:6]([CH3:7])=[C:5]([NH:8][S:14]([C:10]2[O:9][CH:13]=[CH:12][CH:11]=2)(=[O:16])=[O:15])[O:4][N:3]=1, predict the reactants needed to synthesize it. The reactants are: [CH3:1][C:2]1[C:6]([CH3:7])=[C:5]([NH2:8])[O:4][N:3]=1.[O:9]1[CH:13]=[CH:12][CH:11]=[C:10]1[S:14](Cl)(=[O:16])=[O:15].[OH-].[Na+].